Dataset: Reaction yield outcomes from USPTO patents with 853,638 reactions. Task: Predict the reaction yield, written as a fraction of the theoretical maximum amount of product (1.0 means a 100% yield; for example, 0.34 means a 34% yield). (1) The reactants are Cl[C:2]1[N:7]=[C:6]([S:8][C:9]2[CH:14]=[CH:13][C:12]([NH:15][C:16](=[O:19])[CH:17]=[CH2:18])=[CH:11][CH:10]=2)[CH:5]=[CH:4][N:3]=1.[O:20]1[CH2:25][CH2:24][N:23]([C:26]2[CH:32]=[CH:31][C:29]([NH2:30])=[CH:28][CH:27]=2)[CH2:22][CH2:21]1. The yield is 0.540. The product is [O:20]1[CH2:21][CH2:22][N:23]([C:26]2[CH:27]=[CH:28][C:29]([NH:30][C:2]3[N:7]=[C:6]([S:8][C:9]4[CH:14]=[CH:13][C:12]([NH:15][C:16](=[O:19])[CH:17]=[CH2:18])=[CH:11][CH:10]=4)[CH:5]=[CH:4][N:3]=3)=[CH:31][CH:32]=2)[CH2:24][CH2:25]1. No catalyst specified. (2) The reactants are [CH3:1][C:2]1[C:3]([CH3:21])=[CH:4][C:5]2[N:14]([CH2:15][CH:16]=O)[C:13]3[C:8]([C:9](=[O:19])[NH:10][C:11](=[O:18])[N:12]=3)=[N:7][C:6]=2[CH:20]=1.[NH:22]1[CH2:27][CH2:26][CH2:25][CH:24]([C:28]([O:30][CH2:31][CH3:32])=[O:29])[CH2:23]1. No catalyst specified. The product is [CH3:1][C:2]1[C:3]([CH3:21])=[CH:4][C:5]2[N:14]([CH2:15][CH2:16][N:22]3[CH2:27][CH2:26][CH2:25][CH:24]([C:28]([O:30][CH2:31][CH3:32])=[O:29])[CH2:23]3)[C:13]3[C:8]([C:9](=[O:19])[NH:10][C:11](=[O:18])[N:12]=3)=[N:7][C:6]=2[CH:20]=1. The yield is 0.470. (3) The reactants are [CH3:1][O:2][C:3]([C@@H:5]1[CH2:9][C@H:8]([O:10][C:11]2[CH:20]=[C:19]3[C:14]([C:15](Cl)=[N:16][CH:17]=[N:18]3)=[CH:13][CH:12]=2)[CH2:7][N:6]1C(OC(C)(C)C)=O)=[O:4].[Cl:29][C:30]1[C:31]([F:37])=[C:32]([CH:34]=[CH:35][CH:36]=1)[NH2:33].Cl. The catalyst is C(#N)C.O1CCOCC1. The product is [Cl:29][C:30]1[C:31]([F:37])=[C:32]([NH:33][C:15]2[C:14]3[C:19](=[CH:20][C:11]([O:10][C@@H:8]4[CH2:7][NH:6][C@H:5]([C:3]([O:2][CH3:1])=[O:4])[CH2:9]4)=[CH:12][CH:13]=3)[N:18]=[CH:17][N:16]=2)[CH:34]=[CH:35][CH:36]=1. The yield is 0.790. (4) The reactants are C[O:2][C:3]([C:5]1([C:8]2[CH:9]=[CH:10][C:11]3[O:15][C:14](=[O:16])[NH:13][C:12]=3[CH:17]=2)[CH2:7][CH2:6]1)=[O:4].O[Li].O. The product is [O:16]=[C:14]1[NH:13][C:12]2[CH:17]=[C:8]([C:5]3([C:3]([OH:4])=[O:2])[CH2:7][CH2:6]3)[CH:9]=[CH:10][C:11]=2[O:15]1. The catalyst is CO.O. The yield is 0.840. (5) No catalyst specified. The yield is 0.490. The product is [Cl-:14].[NH3+:5][CH2:6][C:7]1[CH:8]=[N+:9]([CH3:13])[CH:10]=[CH:11][CH:12]=1.[Cl-:14]. The reactants are [I-].C([NH:5][CH2:6][C:7]1[CH:8]=[N+:9]([CH3:13])[CH:10]=[CH:11][CH:12]=1)(=O)C.[ClH:14].